Regression. Given a peptide amino acid sequence and an MHC pseudo amino acid sequence, predict their binding affinity value. This is MHC class II binding data. From a dataset of Peptide-MHC class II binding affinity with 134,281 pairs from IEDB. (1) The peptide sequence is EEVDMTPADALDDFD. The MHC is HLA-DPA10201-DPB10101 with pseudo-sequence HLA-DPA10201-DPB10101. The binding affinity (normalized) is 0.246. (2) The peptide sequence is FVNTLVASSGSYAAT. The MHC is HLA-DQA10401-DQB10402 with pseudo-sequence HLA-DQA10401-DQB10402. The binding affinity (normalized) is 0.179. (3) The peptide sequence is PETPNMDVIGERIKRIK. The MHC is DRB4_0101 with pseudo-sequence DRB4_0103. The binding affinity (normalized) is 0.375. (4) The MHC is HLA-DQA10101-DQB10501 with pseudo-sequence HLA-DQA10101-DQB10501. The binding affinity (normalized) is 0.169. The peptide sequence is MSGHALAARTLLAAA.